Predict the product of the given reaction. From a dataset of Forward reaction prediction with 1.9M reactions from USPTO patents (1976-2016). (1) Given the reactants [CH2:1]([O:8][CH2:9][C@@H:10]1[CH2:15][O:14][C:13]2[CH:16]=[CH:17][C:18]([CH2:20][CH2:21][NH:22][CH2:23][C@@H:24]([C:26]3[CH:27]=[CH:28][C:29]([O:35]COCC[Si](C)(C)C)=[C:30]([NH:32][CH:33]=[O:34])[CH:31]=3)[OH:25])=[CH:19][C:12]=2[O:11]1)[C:2]1[CH:7]=[CH:6][CH:5]=[CH:4][CH:3]=1, predict the reaction product. The product is: [CH2:1]([O:8][CH2:9][C@@H:10]1[CH2:15][O:14][C:13]2[CH:16]=[CH:17][C:18]([CH2:20][CH2:21][NH:22][CH2:23][C@@H:24]([C:26]3[CH:27]=[CH:28][C:29]([OH:35])=[C:30]([NH:32][CH:33]=[O:34])[CH:31]=3)[OH:25])=[CH:19][C:12]=2[O:11]1)[C:2]1[CH:3]=[CH:4][CH:5]=[CH:6][CH:7]=1. (2) Given the reactants [Cl:1][CH2:2][C:3]([OH:5])=O.C1CN([P+](ON2N=NC3C=CC=CC2=3)(N2CCCC2)N2CCCC2)CC1.F[P-](F)(F)(F)(F)F.CCN(C(C)C)C(C)C.[CH3:48][N:49]([CH3:53])[CH2:50][CH2:51][NH2:52], predict the reaction product. The product is: [Cl:1][CH2:2][C:3]([NH:52][CH2:51][CH2:50][N:49]([CH3:53])[CH3:48])=[O:5]. (3) Given the reactants [CH:1]([N:4]1[CH2:9][CH2:8][CH:7]([NH:10][S:11]([CH2:14][CH2:15][N:16]2C(=O)C3C(=CC=CC=3)C2=O)(=[O:13])=[O:12])[CH2:6][CH2:5]1)([CH3:3])[CH3:2].NN.C1(C)C=CC(S(O)(=O)=O)=CC=1, predict the reaction product. The product is: [CH:1]([N:4]1[CH2:9][CH2:8][CH:7]([NH:10][S:11]([CH2:14][CH2:15][NH2:16])(=[O:12])=[O:13])[CH2:6][CH2:5]1)([CH3:3])[CH3:2]. (4) Given the reactants [F:1][C:2]1[CH:3]=[CH:4][C:5]2[N:9]=[C:8]([CH3:10])[NH:7][C:6]=2[CH:11]=1.[H-].[Na+].[Cl:14][C:15]1[C:20]([F:21])=[C:19]([Cl:22])[N:18]=[C:17](S(C)(=O)=O)[N:16]=1, predict the reaction product. The product is: [Cl:14][C:15]1[C:20]([F:21])=[C:19]([Cl:22])[N:18]=[C:17]([N:7]2[C:6]3[CH:11]=[C:2]([F:1])[CH:3]=[CH:4][C:5]=3[N:9]=[C:8]2[CH3:10])[N:16]=1. (5) The product is: [I:8][C:7]1[C:2]([NH:19][C:20]2[CH:25]=[CH:24][CH:23]=[CH:22][CH:21]=2)=[N:3][CH:4]=[C:5]([CH3:9])[CH:6]=1. Given the reactants F[C:2]1[C:7]([I:8])=[CH:6][C:5]([CH3:9])=[CH:4][N:3]=1.C([O-])(=O)C.[K+].C(O)(=O)C.[NH2:19][C:20]1[CH:25]=[CH:24][CH:23]=[CH:22][CH:21]=1, predict the reaction product. (6) Given the reactants [CH3:1][O:2][C:3]1[CH:4]=[C:5]2[CH2:14][CH:13]([CH2:15][CH:16]3[CH2:21][CH2:20][N:19]([CH2:22][C:23]4[CH:24]=[CH:25][CH:26]=[CH:27][CH:28]=4)[CH2:18][CH2:17]3)[C:11](=[O:12])[C:6]2=[CH:7][C:8]=1[O:9][CH3:10].O.[C:30]1([CH3:40])[CH:35]=[CH:34][C:33]([S:36]([OH:39])(=[O:38])=[O:37])=[CH:32][CH:31]=1.C(OC(C)C)(C)C, predict the reaction product. The product is: [CH3:1][O:2][C:3]1[CH:4]=[C:5]2[CH2:14][CH:13]([CH2:15][CH:16]3[CH2:17][CH2:18][N:19]([CH2:22][C:23]4[CH:28]=[CH:27][CH:26]=[CH:25][CH:24]=4)[CH2:20][CH2:21]3)[C:11](=[O:12])[C:6]2=[CH:7][C:8]=1[O:9][CH3:10].[CH3:40][C:30]1[CH:35]=[CH:34][C:33]([S:36]([OH:39])(=[O:38])=[O:37])=[CH:32][CH:31]=1. (7) Given the reactants [C:1]([N:4]1[CH2:8][CH2:7][C:6]2([C:16]3[C:11](=[CH:12][CH:13]=[C:14]([O:17]C)[CH:15]=3)[N:10]([C:19](=[O:24])[C:20]([F:23])([F:22])[F:21])[CH2:9]2)[CH2:5]1)(=[O:3])[CH3:2].B(Br)(Br)Br, predict the reaction product. The product is: [C:1]([N:4]1[CH2:8][CH2:7][C:6]2([C:16]3[C:11](=[CH:12][CH:13]=[C:14]([OH:17])[CH:15]=3)[N:10]([C:19](=[O:24])[C:20]([F:22])([F:23])[F:21])[CH2:9]2)[CH2:5]1)(=[O:3])[CH3:2].